From a dataset of NCI-60 drug combinations with 297,098 pairs across 59 cell lines. Regression. Given two drug SMILES strings and cell line genomic features, predict the synergy score measuring deviation from expected non-interaction effect. (1) Drug 1: CC12CCC(CC1=CCC3C2CCC4(C3CC=C4C5=CN=CC=C5)C)O. Drug 2: C1=CC=C(C=C1)NC(=O)CCCCCCC(=O)NO. Cell line: NCI-H226. Synergy scores: CSS=11.1, Synergy_ZIP=1.36, Synergy_Bliss=2.11, Synergy_Loewe=-0.350, Synergy_HSA=0.592. (2) Drug 1: C1=CC=C(C(=C1)C(C2=CC=C(C=C2)Cl)C(Cl)Cl)Cl. Drug 2: CC(C)CN1C=NC2=C1C3=CC=CC=C3N=C2N. Cell line: M14. Synergy scores: CSS=-1.19, Synergy_ZIP=2.11, Synergy_Bliss=2.18, Synergy_Loewe=0.985, Synergy_HSA=-0.581.